The task is: Predict the reaction yield, written as a fraction of the theoretical maximum amount of product (1.0 means a 100% yield; for example, 0.34 means a 34% yield).. This data is from Reaction yield outcomes from USPTO patents with 853,638 reactions. (1) The reactants are C(O[C:6](=O)[N:7]([C@H:9]([CH2:27][C:28]1[CH:33]=[CH:32][CH:31]=[CH:30][CH:29]=1)[C:10]([N:12]1[CH2:17][CH2:16][C:15]([C:18]2[CH:23]=[C:22]([F:24])[CH:21]=[CH:20][C:19]=2[O:25][CH3:26])=[CH:14][CH2:13]1)=[O:11])C)(C)(C)C.[ClH:35].O1CCOCC1. No catalyst specified. The product is [ClH:35].[F:24][C:22]1[CH:21]=[CH:20][C:19]([O:25][CH3:26])=[C:18]([C:15]2[CH2:16][CH2:17][N:12]([C:10](=[O:11])[C@H:9]([NH:7][CH3:6])[CH2:27][C:28]3[CH:29]=[CH:30][CH:31]=[CH:32][CH:33]=3)[CH2:13][CH:14]=2)[CH:23]=1. The yield is 0.650. (2) The reactants are [CH3:1][CH:2]([CH3:5])[CH2:3]O.[CH3:6][C:7]1[CH:13]=[CH:12][C:11]([C:14]([F:17])([F:16])[F:15])=[CH:10][C:8]=1[NH2:9].[I-].[K+].ClCCl. The catalyst is O. The product is [CH3:6][C:7]1[CH:13]=[CH:12][C:11]([C:14]([F:15])([F:16])[F:17])=[CH:10][C:8]=1[NH:9][CH2:1][CH:2]([CH3:5])[CH3:3]. The yield is 0.367. (3) The reactants are [OH:1][C:2]1[CH:7]=[CH:6][C:5]([CH2:8][CH2:9][C:10]([OH:12])=[O:11])=[CH:4][C:3]=1[O:13][CH3:14].C([O-])([O-])=O.[K+].[K+].[CH2:21](Br)[C:22]1[CH:27]=[CH:26][CH:25]=[CH:24][CH:23]=1.C(Cl)Cl. The catalyst is CC(C)=O. The product is [CH2:21]([O:11][C:10](=[O:12])[CH2:9][CH2:8][C:5]1[CH:6]=[CH:7][C:2]([O:1][CH2:8][C:5]2[CH:6]=[CH:7][CH:2]=[CH:3][CH:4]=2)=[C:3]([O:13][CH3:14])[CH:4]=1)[C:22]1[CH:27]=[CH:26][CH:25]=[CH:24][CH:23]=1. The yield is 0.900. (4) The reactants are [C:1]([O:5][C:6](=[O:25])[NH:7][C@H:8]([CH:22]([CH3:24])[CH3:23])[C:9]([N:11]([CH2:15][C:16]1[CH:21]=[CH:20][CH:19]=[CH:18][CH:17]=1)[CH2:12][CH2:13]Cl)=[O:10])([CH3:4])([CH3:3])[CH3:2].[H-].[Na+]. The catalyst is CN(C=O)C. The product is [CH2:15]([N:11]1[CH2:12][CH2:13][N:7]([C:6]([O:5][C:1]([CH3:4])([CH3:3])[CH3:2])=[O:25])[C@H:8]([CH:22]([CH3:24])[CH3:23])[C:9]1=[O:10])[C:16]1[CH:21]=[CH:20][CH:19]=[CH:18][CH:17]=1. The yield is 0.630. (5) The reactants are [CH3:1][O:2][C:3]1[CH:8]=[C:7]([O:9][CH3:10])[CH:6]=[CH:5][C:4]=1[CH2:11][CH2:12][CH2:13][CH2:14][N:15]=[N+]=[N-].[H-].[H-].[H-].[H-].[Li+].[Al+3]. The catalyst is C1COCC1. The product is [CH3:1][O:2][C:3]1[CH:8]=[C:7]([O:9][CH3:10])[CH:6]=[CH:5][C:4]=1[CH2:11][CH2:12][CH2:13][CH2:14][NH2:15]. The yield is 0.640. (6) The reactants are [Cl:1][C:2]1[CH:7]=[CH:6][C:5]([CH2:8][CH:9]([CH3:14])[CH2:10][S:11]([CH3:13])=[O:12])=[CH:4][N:3]=1.[N-:15]=[N+]=[N-].[Na+].OS(O)(=O)=O. The catalyst is C(Cl)(Cl)Cl. The product is [Cl:1][C:2]1[CH:7]=[CH:6][C:5]([CH2:8][CH:9]([CH3:14])[CH2:10][S:11]([CH3:13])(=[NH:15])=[O:12])=[CH:4][N:3]=1. The yield is 0.940. (7) The reactants are [I:1][C:2]1[CH:7]=[CH:6][N:5]=[C:4]([N:8]2[C:16]3[CH:15]4[CH2:17][CH:13]([CH2:14]4)[CH2:12][C:11]=3[C:10]([C:18](O)=[O:19])=[N:9]2)[CH:3]=1.[Cl-].[NH4+:22]. No catalyst specified. The product is [I:1][C:2]1[CH:7]=[CH:6][N:5]=[C:4]([N:8]2[C:16]3[CH:15]4[CH2:14][CH:13]([CH2:17]4)[CH2:12][C:11]=3[C:10]([C:18]([NH2:22])=[O:19])=[N:9]2)[CH:3]=1. The yield is 0.710. (8) The reactants are [Cl:1][C:2]1[N:7]=[CH:6][C:5]([OH:8])=[CH:4][C:3]=1[F:9].CN(C)C=O.C(=O)([O-])[O-].[K+].[K+].[CH2:21](Br)[C:22]1[CH:27]=[CH:26][CH:25]=[CH:24][CH:23]=1. The catalyst is O. The product is [Cl:1][C:2]1[C:3]([F:9])=[CH:4][C:5]([O:8][CH2:21][C:22]2[CH:27]=[CH:26][CH:25]=[CH:24][CH:23]=2)=[CH:6][N:7]=1. The yield is 1.00. (9) The reactants are [I:1][CH2:2][CH2:3][CH2:4][CH2:5][CH2:6]I.[N:8]1[CH:13]=[CH:12][CH:11]=[CH:10][CH:9]=1. No catalyst specified. The product is [I-:1].[I-:1].[CH2:2]([N+:8]1[CH:13]=[CH:12][CH:11]=[CH:10][CH:9]=1)[CH2:3][CH2:4][CH2:5][CH2:6][N+:8]1[CH:13]=[CH:12][CH:11]=[CH:10][CH:9]=1. The yield is 0.900. (10) The reactants are O[CH2:2][C:3]1[CH:4]=[C:5]([OH:9])[CH:6]=[CH:7][CH:8]=1.P(Br)(Br)[Br:11]. The catalyst is ClCCl. The product is [Br:11][CH2:2][C:3]1[CH:4]=[C:5]([OH:9])[CH:6]=[CH:7][CH:8]=1. The yield is 0.863.